From a dataset of Forward reaction prediction with 1.9M reactions from USPTO patents (1976-2016). Predict the product of the given reaction. Given the reactants [N+:1]([C:4]1[CH:5]=[CH:6][C:7](Cl)=[N:8][CH:9]=1)([O-:3])=[O:2].[F-:11].[K+].C1CS(=O)(=O)CC1, predict the reaction product. The product is: [N+:1]([C:4]1[CH:5]=[CH:6][C:7]([F:11])=[N:8][CH:9]=1)([O-:3])=[O:2].